From a dataset of Reaction yield outcomes from USPTO patents with 853,638 reactions. Predict the reaction yield, written as a fraction of the theoretical maximum amount of product (1.0 means a 100% yield; for example, 0.34 means a 34% yield). (1) The reactants are [Cl:1][C:2]1[CH:7]=[CH:6][C:5]([C:8]2[O:9][C:10]3[CH:20]=[C:19]([NH:21][S:22]([CH3:25])(=[O:24])=[O:23])[C:18]([CH:26]4[CH2:28][CH2:27]4)=[CH:17][C:11]=3[C:12]=2[C:13]([NH:15][CH3:16])=[O:14])=[CH:4][CH:3]=1.[Cl:29][C:30]1[CH:35]=[C:34](F)[CH:33]=[CH:32][C:31]=1[N+:37]([O-:39])=[O:38].C(=O)([O-])[O-].[K+].[K+]. The catalyst is COCCOC.O. The product is [Cl:29][C:30]1[CH:35]=[C:34]([N:21]([C:19]2[C:18]([CH:26]3[CH2:28][CH2:27]3)=[CH:17][C:11]3[C:12]([C:13]([NH:15][CH3:16])=[O:14])=[C:8]([C:5]4[CH:6]=[CH:7][C:2]([Cl:1])=[CH:3][CH:4]=4)[O:9][C:10]=3[CH:20]=2)[S:22]([CH3:25])(=[O:23])=[O:24])[CH:33]=[CH:32][C:31]=1[N+:37]([O-:39])=[O:38]. The yield is 0.650. (2) The reactants are [NH2:1][C:2]1[CH:3]=[CH:4][C:5]([O:11][C:12]([F:15])([F:14])[F:13])=[C:6]([CH:10]=1)[C:7]([OH:9])=[O:8].[F:16][C:17]1[C:24]([F:25])=[C:23]([C:26]([F:29])([F:28])[F:27])[C:22]([F:30])=[C:21]([F:31])[C:18]=1[CH2:19]Br. The catalyst is CN(C=O)C. The product is [F:16][C:17]1[C:24]([F:25])=[C:23]([C:26]([F:29])([F:27])[F:28])[C:22]([F:30])=[C:21]([F:31])[C:18]=1[CH2:19][NH:1][C:2]1[CH:3]=[CH:4][C:5]([O:11][C:12]([F:13])([F:14])[F:15])=[C:6]([CH:10]=1)[C:7]([OH:9])=[O:8]. The yield is 0.810.